The task is: Predict the product of the given reaction.. This data is from Forward reaction prediction with 1.9M reactions from USPTO patents (1976-2016). (1) Given the reactants [F:1][C:2]1[CH:9]=[C:8]([OH:10])[CH:7]=[CH:6][C:3]=1[CH:4]=[O:5].[Br:11]Br, predict the reaction product. The product is: [Br:11][C:7]1[C:8]([OH:10])=[CH:9][C:2]([F:1])=[C:3]([CH:6]=1)[CH:4]=[O:5]. (2) Given the reactants [OH:1][CH:2]([C:4]1[C:13]2[C:8](=[CH:9][CH:10]=[C:11]([C:14]#[N:15])[CH:12]=2)[N:7]=[CH:6][CH:5]=1)[CH3:3].C[N+]1([O-])CCOCC1, predict the reaction product. The product is: [C:2]([C:4]1[C:13]2[C:8](=[CH:9][CH:10]=[C:11]([C:14]#[N:15])[CH:12]=2)[N:7]=[CH:6][CH:5]=1)(=[O:1])[CH3:3]. (3) Given the reactants [C:1]1([CH3:34])[CH:6]=[CH:5][C:4]([S:7]([N:10]2[C:18]3[C:13](=[CH:14][C:15]([C:19]#[N:20])=[CH:16][CH:17]=3)[C:12]([Sn](CCCC)(CCCC)CCCC)=[CH:11]2)(=[O:9])=[O:8])=[CH:3][CH:2]=1.[CH2:35]([O:37][C:38]([C:40]1[CH2:44][CH2:43][CH2:42][C:41]=1OS(C(F)(F)F)(=O)=O)=[O:39])[CH3:36].C1([As](C2C=CC=CC=2)C2C=CC=CC=2)C=CC=CC=1, predict the reaction product. The product is: [CH2:35]([O:37][C:38]([C:40]1[CH2:44][CH2:43][CH2:42][C:41]=1[C:12]1[C:13]2[C:18](=[CH:17][CH:16]=[C:15]([C:19]#[N:20])[CH:14]=2)[N:10]([S:7]([C:4]2[CH:5]=[CH:6][C:1]([CH3:34])=[CH:2][CH:3]=2)(=[O:9])=[O:8])[CH:11]=1)=[O:39])[CH3:36]. (4) Given the reactants [C:1]1(=[O:10])[C:9]2[C:4](=[CH:5][CH:6]=[CH:7][CH:8]=2)[CH2:3][NH:2]1.Br[CH2:12][C:13]1[CH:18]=[CH:17][C:16]([F:19])=[CH:15][C:14]=1[F:20].C([O-])([O-])=O.[Cs+].[Cs+].C1OCCOCCOCCOCCOCCOC1, predict the reaction product. The product is: [F:20][C:14]1[CH:15]=[C:16]([F:19])[CH:17]=[CH:18][C:13]=1[CH2:12][N:2]1[CH2:3][C:4]2[C:9](=[CH:8][CH:7]=[CH:6][CH:5]=2)[C:1]1=[O:10]. (5) Given the reactants [Br:1][C:2]1[N:7]=[C:6]([C@:8]([NH:21][S:22]([C:25]2[CH:30]=[CH:29][C:28]([N+:31]([O-:33])=[O:32])=[CH:27][CH:26]=2)(=[O:24])=[O:23])([CH3:20])[CH2:9][O:10][C@@:11]([CH3:19])([C:15]([F:18])([F:17])[F:16])[C:12]([NH2:14])=O)[C:5]([F:34])=[CH:4][CH:3]=1.C(N(CC)CC)C.FC(F)(F)C(OC(=O)C(F)(F)F)=O, predict the reaction product. The product is: [Br:1][C:2]1[N:7]=[C:6]([C@:8]([NH:21][S:22]([C:25]2[CH:26]=[CH:27][C:28]([N+:31]([O-:33])=[O:32])=[CH:29][CH:30]=2)(=[O:23])=[O:24])([CH3:20])[CH2:9][O:10][C@@:11]([C:12]#[N:14])([CH3:19])[C:15]([F:18])([F:17])[F:16])[C:5]([F:34])=[CH:4][CH:3]=1. (6) Given the reactants [N:1]1[CH:2]=[N:3][N:4]2[CH:9]=[CH:8][C:7]([O:10][C:11]3[CH:23]=[CH:22][C:14]([C:15]([O:17]C(C)(C)C)=[O:16])=[C:13]([F:24])[C:12]=3[Cl:25])=[CH:6][C:5]=12.FC(F)(F)C(O)=O, predict the reaction product. The product is: [N:1]1[CH:2]=[N:3][N:4]2[CH:9]=[CH:8][C:7]([O:10][C:11]3[CH:23]=[CH:22][C:14]([C:15]([OH:17])=[O:16])=[C:13]([F:24])[C:12]=3[Cl:25])=[CH:6][C:5]=12. (7) Given the reactants OCC(NC(=O)OC(C)(C)C)(C)C.[CH3:14][O:15][CH2:16][CH2:17][O:18][CH2:19][C:20]([NH:23][C:24](=O)OC(C)(C)C)([CH3:22])[CH3:21].C(O)(C(F)(F)F)=O.NC(C)(C)CO.F[C:45]1[C:46](C)=[N:47][C:48]2[C:53]([N:54]=1)=[C:52]([C:55]1[NH:63][C:62]3[CH2:61][CH2:60][NH:59][C:58](=[O:64])[C:57]=3[CH:56]=1)[CH:51]=[CH:50][CH:49]=2, predict the reaction product. The product is: [CH3:14][O:15][CH2:16][CH2:17][O:18][CH2:19][C:20]([NH:23][C:24]1[C:46]([CH3:45])=[N:47][C:48]2[C:53]([N:54]=1)=[C:52]([C:55]1[NH:63][C:62]3[CH2:61][CH2:60][NH:59][C:58](=[O:64])[C:57]=3[CH:56]=1)[CH:51]=[CH:50][CH:49]=2)([CH3:21])[CH3:22]. (8) Given the reactants [ClH:1].C(OCC)(=O)C.[C:8]1([C:14]2[N:15]=[C:16]([N:19]([CH2:23][C:24]3[CH:42]=[CH:41][C:27]([CH2:28][NH:29][C:30]4[CH:35]=[CH:34][C:33]([CH2:36][CH2:37][C:38]([OH:40])=[O:39])=[CH:32][CH:31]=4)=[CH:26][CH:25]=3)[CH2:20][CH2:21][CH3:22])[S:17][CH:18]=2)[CH:13]=[CH:12][CH:11]=[CH:10][CH:9]=1, predict the reaction product. The product is: [ClH:1].[ClH:1].[C:8]1([C:14]2[N:15]=[C:16]([N:19]([CH2:23][C:24]3[CH:25]=[CH:26][C:27]([CH2:28][NH:29][C:30]4[CH:31]=[CH:32][C:33]([CH2:36][CH2:37][C:38]([OH:40])=[O:39])=[CH:34][CH:35]=4)=[CH:41][CH:42]=3)[CH2:20][CH2:21][CH3:22])[S:17][CH:18]=2)[CH:9]=[CH:10][CH:11]=[CH:12][CH:13]=1.